Dataset: Forward reaction prediction with 1.9M reactions from USPTO patents (1976-2016). Task: Predict the product of the given reaction. (1) The product is: [Br:11][C:12]1[CH:21]=[N:20][C:19]2[N:18]([CH2:2][C:3]3[CH:8]=[CH:7][C:6]([O:9][CH3:10])=[CH:5][CH:4]=3)[C:17](=[O:22])[N:16]3[N:23]=[CH:24][N:25]=[C:15]3[C:14]=2[CH:13]=1. Given the reactants Cl[CH2:2][C:3]1[CH:8]=[CH:7][C:6]([O:9][CH3:10])=[CH:5][CH:4]=1.[Br:11][C:12]1[CH:21]=[N:20][C:19]2[NH:18][C:17](=[O:22])[N:16]3[N:23]=[CH:24][N:25]=[C:15]3[C:14]=2[CH:13]=1.C(=O)([O-])[O-].[K+].[K+], predict the reaction product. (2) Given the reactants [CH3:1][C:2]1[CH:3]=[C:4]([CH:8]=[C:9]([CH3:12])[C:10]=1[OH:11])[C:5]([OH:7])=[O:6].[C:13](OC(=O)C)(=[O:15])[CH3:14].O, predict the reaction product. The product is: [C:13]([O:11][C:10]1[C:9]([CH3:12])=[CH:8][C:4]([C:5]([OH:7])=[O:6])=[CH:3][C:2]=1[CH3:1])(=[O:15])[CH3:14]. (3) Given the reactants [N+:1]([C:4]1[CH:9]=[CH:8][C:7]([O:10][C:11]2[CH:16]=[CH:15][CH:14]=[CH:13][CH:12]=2)=[CH:6][C:5]=1[CH2:17]O)([O-:3])=[O:2].C(N(CC)CC)C.CS([Cl:30])(=O)=O, predict the reaction product. The product is: [Cl:30][CH2:17][C:5]1[CH:6]=[C:7]([O:10][C:11]2[CH:16]=[CH:15][CH:14]=[CH:13][CH:12]=2)[CH:8]=[CH:9][C:4]=1[N+:1]([O-:3])=[O:2].